This data is from Reaction yield outcomes from USPTO patents with 853,638 reactions. The task is: Predict the reaction yield, written as a fraction of the theoretical maximum amount of product (1.0 means a 100% yield; for example, 0.34 means a 34% yield). (1) The reactants are [C:1]([O:11][CH:12]([CH3:14])[CH3:13])(=[O:10])/[CH:2]=[CH:3]/[C:4]([O:6][CH:7]([CH3:9])[CH3:8])=[O:5].[C:15]([O:25][CH2:26][CH3:27])(=[O:24])[CH:16]=[CH:17][C:18]1[CH:23]=[CH:22][CH:21]=[CH:20][CH:19]=1.C(OCCOCCOCCOC=C)=C.C(OOOC(C)(C)C)(=O)C(C)(C)C. The catalyst is O1CCCC1.CO. The product is [C:4]([O:6][CH:7]([CH3:9])[CH3:8])(=[O:5])/[CH:3]=[CH:2]/[C:1]([O:11][CH:12]([CH3:14])[CH3:13])=[O:10].[C:15]([O:25][CH2:26][CH3:27])(=[O:24])[CH:16]=[CH:17][C:18]1[CH:19]=[CH:20][CH:21]=[CH:22][CH:23]=1. The yield is 0.520. (2) The reactants are C(OC([NH:8][C:9]1[S:13][C:12]([C:14]2[C:19]([F:20])=[CH:18][CH:17]=[CH:16][C:15]=2[F:21])=[N:11][C:10]=1[C:22]([NH:24][C:25]1[CH:26]=[N:27][N:28]([CH3:45])[C:29]=1[N:30]1[CH2:35][C@H:34]([F:36])[CH2:33][C@H:32]([NH:37]C(=O)OC(C)(C)C)[CH2:31]1)=[O:23])=O)(C)(C)C.N. The catalyst is Cl.CO.CO. The product is [NH2:8][C:9]1[S:13][C:12]([C:14]2[C:15]([F:21])=[CH:16][CH:17]=[CH:18][C:19]=2[F:20])=[N:11][C:10]=1[C:22]([NH:24][C:25]1[CH:26]=[N:27][N:28]([CH3:45])[C:29]=1[N:30]1[CH2:35][C@H:34]([F:36])[CH2:33][C@H:32]([NH2:37])[CH2:31]1)=[O:23]. The yield is 0.590.